Dataset: Full USPTO retrosynthesis dataset with 1.9M reactions from patents (1976-2016). Task: Predict the reactants needed to synthesize the given product. (1) Given the product [P:1]1[C:14]2[CH:13]=[CH:12][C:11]3[C:6](=[CH:7][CH:8]=[CH:9][CH:10]=3)[C:5]=2[CH:4]=[CH:3][CH:2]=1.[C:15]([C:19]1[CH:24]=[CH:23][CH:22]=[CH:21][C:20]=1[N:25]1[C:37]2[C:36]([O:50][CH3:49])=[C:35]([O:43][CH3:40])[CH:34]=[CH:33][C:32]=2[C:31]2[C:26]1=[CH:27][CH:28]=[CH:29][CH:30]=2)([CH3:16])([CH3:17])[CH3:18], predict the reactants needed to synthesize it. The reactants are: [P:1]1[C:14]2[CH:13]=[CH:12][C:11]3[C:6](=[CH:7][CH:8]=[CH:9][CH:10]=3)[C:5]=2[CH:4]=[CH:3][CH:2]=1.[C:15]([C:19]1[CH:24]=[CH:23][CH:22]=[CH:21][C:20]=1[N:25]1[C:37]2[C:36](O)=[C:35](O)[CH:34]=[CH:33][C:32]=2[C:31]2[C:26]1=[CH:27][CH:28]=[CH:29][CH:30]=2)([CH3:18])([CH3:17])[CH3:16].[C:40](=[O:43])([O-])[O-].[K+].[K+].CI.C[C:49](C)=[O:50]. (2) Given the product [C:1]([O:5][C:6](=[O:24])[C@@H:7]([NH:18][C:19](=[O:23])[C@@H:20]([NH:22][C:43]([CH:35]1[CH2:36][C:37]2[C:42](=[CH:41][CH:40]=[CH:39][CH:38]=2)[CH2:34]1)=[O:44])[CH3:21])[CH2:8][C:9]1[C:17]2[C:12](=[CH:13][CH:14]=[CH:15][CH:16]=2)[NH:11][CH:10]=1)([CH3:2])([CH3:3])[CH3:4], predict the reactants needed to synthesize it. The reactants are: [C:1]([O:5][C:6](=[O:24])[C@@H:7]([NH:18][C:19](=[O:23])[C@@H:20]([NH2:22])[CH3:21])[CH2:8][C:9]1[C:17]2[C:12](=[CH:13][CH:14]=[CH:15][CH:16]=2)[NH:11][CH:10]=1)([CH3:4])([CH3:3])[CH3:2].C(N(CC)C(C)C)(C)C.[CH2:34]1[C:42]2[C:37](=[CH:38][CH:39]=[CH:40][CH:41]=2)[CH2:36][CH:35]1[C:43](O)=[O:44].CN(C(ON1N=NC2C=CC=NC1=2)=[N+](C)C)C.F[P-](F)(F)(F)(F)F.